Dataset: Full USPTO retrosynthesis dataset with 1.9M reactions from patents (1976-2016). Task: Predict the reactants needed to synthesize the given product. (1) Given the product [Cl:1][C:2]1[N:3]=[N:4][C:5]([NH2:15])=[CH:6][C:7]=1[CH:8]1[CH2:12][CH2:11][CH2:10][CH2:9]1, predict the reactants needed to synthesize it. The reactants are: [Cl:1][C:2]1[N:3]=[N:4][C:5](Cl)=[CH:6][C:7]=1[CH:8]1[CH2:12][CH2:11][CH2:10][CH2:9]1.[OH-].[NH4+:15]. (2) Given the product [Cl:14][C:15]1[CH:20]=[CH:19][C:18]([CH2:21][C:6]([C:5]2[CH:10]=[C:11]([CH3:13])[CH:12]=[C:3]([O:2][CH3:1])[CH:4]=2)=[O:8])=[CH:17][N:16]=1, predict the reactants needed to synthesize it. The reactants are: [CH3:1][O:2][C:3]1[CH:4]=[C:5]([CH:10]=[C:11]([CH3:13])[CH:12]=1)[C:6]([O:8]C)=O.[Cl:14][C:15]1[CH:20]=[CH:19][C:18]([CH3:21])=[CH:17][N:16]=1.C[Si](C)(C)[N-][Si](C)(C)C.[Li+].[Cl-].[NH4+].